This data is from hERG potassium channel inhibition data for cardiac toxicity prediction from Karim et al.. The task is: Regression/Classification. Given a drug SMILES string, predict its toxicity properties. Task type varies by dataset: regression for continuous values (e.g., LD50, hERG inhibition percentage) or binary classification for toxic/non-toxic outcomes (e.g., AMES mutagenicity, cardiotoxicity, hepatotoxicity). Dataset: herg_karim. (1) The compound is CSc1ncc([C@]2(O)CC[C@H](N3CC(NC(=O)CNC(=O)c4cccc(C(F)(F)F)c4)C3)CC2)s1. The result is 1 (blocker). (2) The drug is COc1ccc([C@@H](C)N[C@@H]2CC[C@@H](C(=O)N3CCC(c4ccccc4)(c4nnc(C)s4)CC3)C(C)(C)C2)cc1. The result is 0 (non-blocker). (3) The molecule is CC(C)n1ncc2c1C(=O)CC1(CCN(C(=O)c3ccc4[nH]ncc4c3)CC1)C2. The result is 0 (non-blocker). (4) The molecule is FC(F)(F)c1cc(COCC2(c3ccccc3)CCNCC2)nc(C2CC2)c1. The result is 1 (blocker). (5) The compound is CC(=O)Nc1cccc(N2CCN(CCCCNS(=O)(=O)c3ccc(C)cc3)CC2)c1. The result is 1 (blocker).